From a dataset of Full USPTO retrosynthesis dataset with 1.9M reactions from patents (1976-2016). Predict the reactants needed to synthesize the given product. Given the product [Br:22][C:23]1[CH:32]=[C:31]2[C:26]([C:27]([C:6]3[CH:7]=[C:8]([F:9])[C:3]([CH:2]([F:1])[F:21])=[CH:4][C:5]=3[O:19][CH3:20])=[N:28][C:29]([CH3:33])=[N:30]2)=[CH:25][CH:24]=1, predict the reactants needed to synthesize it. The reactants are: [F:1][CH:2]([F:21])[C:3]1[C:8]([F:9])=[CH:7][C:6](B2OC(C)(C)C(C)(C)O2)=[C:5]([O:19][CH3:20])[CH:4]=1.[Br:22][C:23]1[CH:32]=[C:31]2[C:26]([C:27](Cl)=[N:28][C:29]([CH3:33])=[N:30]2)=[CH:25][CH:24]=1.C(=O)([O-])[O-].[K+].[K+].O.